The task is: Predict the product of the given reaction.. This data is from Forward reaction prediction with 1.9M reactions from USPTO patents (1976-2016). (1) Given the reactants [F:1][C:2]1[CH:7]=[CH:6][CH:5]=[C:4]([F:8])[C:3]=1[S:9]([N:12]1[CH:16]=[C:15]([CH:17]=[O:18])[N:14]=[C:13]1[C:19]1[CH:24]=[CH:23][CH:22]=[CH:21][CH:20]=1)(=[O:11])=[O:10].[Cl-].[CH3:26][NH3+:27].[C:38]([O:37][BH-]([O:37][C:38](=[O:40])[CH3:39])[O:37][C:38](=[O:40])[CH3:39])(=[O:40])[CH3:39].[Na+].C[OH:43], predict the reaction product. The product is: [C:38]([OH:37])(=[O:40])/[CH:39]=[CH:15]/[C:17]([OH:18])=[O:43].[F:1][C:2]1[CH:7]=[CH:6][CH:5]=[C:4]([F:8])[C:3]=1[S:9]([N:12]1[CH:16]=[C:15]([CH2:17][NH:27][CH3:26])[N:14]=[C:13]1[C:19]1[CH:24]=[CH:23][CH:22]=[CH:21][CH:20]=1)(=[O:11])=[O:10]. (2) Given the reactants [CH3:1][C:2]1[S:6][CH:5]=[C:4]([CH2:7][OH:8])[CH:3]=1.[CH:9]1([C:12]2[N:16]([CH3:17])[C:15]3[CH:18]=[C:19]([N:22]4[CH:27]=[CH:26][C:25]([OH:28])=[CH:24][C:23]4=[O:29])[CH:20]=[CH:21][C:14]=3[N:13]=2)[CH2:11][CH2:10]1.[CH2:30](P(CCCC)CCCC)CCC.N(C(N1CCCCC1)=O)=NC(N1CCCCC1)=O, predict the reaction product. The product is: [CH:9]1([C:12]2[N:16]([CH3:17])[C:15]3[CH:18]=[C:19]([N:22]4[CH:27]=[CH:26][C:25]([O:8][CH2:7][C:4]5[CH:3]=[C:2]([CH3:1])[S:6][CH:5]=5)=[CH:24][C:23]4=[O:29])[CH:20]=[CH:21][C:14]=3[N:13]=2)[CH2:10][CH2:11]1.[CH:9]1([C:12]2[N:16]([CH3:17])[C:15]3[CH:18]=[C:19]([N:22]4[CH:27]=[CH:26][C:25]([O:28][CH2:7][C:4]5[CH:3]=[CH:2][S:6][C:5]=5[CH3:30])=[CH:24][C:23]4=[O:29])[CH:20]=[CH:21][C:14]=3[N:13]=2)[CH2:10][CH2:11]1. (3) Given the reactants [CH3:1]C(C)([O-])C.[Na+].[CH2:7]([O:9][C:10](=[O:25])[CH2:11][C:12]1[N:22]=[C:21]([O:23][CH3:24])[CH:20]=[CH:19][C:13]=1[C:14]([O:16][CH2:17][CH3:18])=[O:15])[CH3:8].IC.C(O)(=O)C, predict the reaction product. The product is: [CH2:7]([O:9][C:10](=[O:25])[CH:11]([C:12]1[N:22]=[C:21]([O:23][CH3:24])[CH:20]=[CH:19][C:13]=1[C:14]([O:16][CH2:17][CH3:18])=[O:15])[CH3:1])[CH3:8]. (4) Given the reactants C([O:3][C:4]([C:6]1[C:7]2[CH:14]=[N:13][N:12]([C:15]3[CH:20]=[CH:19][C:18]([F:21])=[CH:17][CH:16]=3)[C:8]=2[CH:9]=[N:10][CH:11]=1)=[O:5])C.[OH-].[K+].Cl, predict the reaction product. The product is: [F:21][C:18]1[CH:19]=[CH:20][C:15]([N:12]2[C:8]3[CH:9]=[N:10][CH:11]=[C:6]([C:4]([OH:5])=[O:3])[C:7]=3[CH:14]=[N:13]2)=[CH:16][CH:17]=1. (5) Given the reactants [CH2:1]([S:3][C:4]1[C:5]([C:10]2[N:23]([CH3:24])[C:13]3=[N:14][CH:15]=[C:16]([S:18][C:19]([F:22])([F:21])[F:20])[CH:17]=[C:12]3[N:11]=2)=[N:6][CH:7]=[CH:8][CH:9]=1)[CH3:2].ClC1C=CC=C(C(OO)=[O:33])C=1.C(=O)([O-])O.[Na+], predict the reaction product. The product is: [CH2:1]([S:3]([C:4]1[C:5]([C:10]2[N:23]([CH3:24])[C:13]3=[N:14][CH:15]=[C:16]([S:18][C:19]([F:22])([F:20])[F:21])[CH:17]=[C:12]3[N:11]=2)=[N:6][CH:7]=[CH:8][CH:9]=1)=[O:33])[CH3:2]. (6) Given the reactants [I-].[CH3:2][S+](C)(C)=O.[H-].[Na+].[F:9][C:10]1[CH:15]=[CH:14][C:13](/[CH:16]=[CH:17]/[C:18]([O:20][CH2:21][CH3:22])=[O:19])=[CH:12][CH:11]=1.O, predict the reaction product. The product is: [F:9][C:10]1[CH:11]=[CH:12][C:13]([C@@H:16]2[CH2:2][C@H:17]2[C:18]([O:20][CH2:21][CH3:22])=[O:19])=[CH:14][CH:15]=1. (7) Given the reactants [OH:1][CH2:2][CH:3]([CH3:21])[CH2:4][O:5][C:6]1[CH:11]=[CH:10][C:9]([CH:12]([C:18]#[C:19][CH3:20])[CH2:13][C:14]([O:16][CH3:17])=[O:15])=[CH:8][CH:7]=1.O[C:23]1[CH:28]=[CH:27][C:26]([C:29]([F:32])([F:31])[F:30])=[CH:25][CH:24]=1.C1(P(C2C=CC=CC=2)C2C=CC=CC=2)C=CC=CC=1.N(C(OC(C)C)=O)=NC(OC(C)C)=O, predict the reaction product. The product is: [CH3:21][CH:3]([CH2:2][O:1][C:23]1[CH:28]=[CH:27][C:26]([C:29]([F:32])([F:31])[F:30])=[CH:25][CH:24]=1)[CH2:4][O:5][C:6]1[CH:11]=[CH:10][C:9]([CH:12]([C:18]#[C:19][CH3:20])[CH2:13][C:14]([O:16][CH3:17])=[O:15])=[CH:8][CH:7]=1. (8) Given the reactants [CH:1]1([CH:7]([NH:24][C:25]2[CH:33]=[CH:32][C:28](C(O)=O)=[CH:27][CH:26]=2)[C:8]2[CH:12]=[C:11]([C:13]3[CH:18]=[CH:17][C:16]([O:19][CH2:20][S:21][CH3:22])=[CH:15][CH:14]=3)[O:10][C:9]=2[CH3:23])[CH2:6][CH2:5][CH2:4][CH2:3][CH2:2]1.CNC[CH2:37][C:38]([O:40][CH2:41][CH3:42])=[O:39].Cl.C(N=C=NCCCN(C)C)C.O.OC1C2N=NNC=2C=CC=1.[CH3:66][N:67]([CH3:70])[CH:68]=[O:69], predict the reaction product. The product is: [CH:1]1([CH:7]([NH:24][C:25]2[CH:26]=[CH:27][C:28]([C:68]([N:67]([CH3:70])[CH2:66][CH2:37][C:38]([O:40][CH2:41][CH3:42])=[O:39])=[O:69])=[CH:32][CH:33]=2)[C:8]2[CH:12]=[C:11]([C:13]3[CH:18]=[CH:17][C:16]([O:19][CH2:20][S:21][CH3:22])=[CH:15][CH:14]=3)[O:10][C:9]=2[CH3:23])[CH2:6][CH2:5][CH2:4][CH2:3][CH2:2]1. (9) Given the reactants [Cl:1][C:2]1[C:7]([NH:8][C:9](=[O:15])[O:10][C:11]([CH3:14])([CH3:13])[CH3:12])=[CH:6][C:5]([N:16]=C(C2C=CC=CC=2)C2C=CC=CC=2)=[CH:4][N:3]=1.Cl, predict the reaction product. The product is: [NH2:16][C:5]1[CH:6]=[C:7]([NH:8][C:9](=[O:15])[O:10][C:11]([CH3:13])([CH3:12])[CH3:14])[C:2]([Cl:1])=[N:3][CH:4]=1. (10) Given the reactants [F:1][C:2]1([F:25])[CH2:7][CH2:6][CH:5]([CH2:8][C:9]2[N:13]3[CH:14]=[CH:15][C:16]([C:18]([OH:20])=O)=[CH:17][C:12]3=[N:11][C:10]=2[C:21]([F:24])([F:23])[F:22])[CH2:4][CH2:3]1.[NH2:26][C:27]([CH3:32])([CH2:30][OH:31])[CH2:28][OH:29].C(=O)([O-])O.[Na+], predict the reaction product. The product is: [F:1][C:2]1([F:25])[CH2:7][CH2:6][CH:5]([CH2:8][C:9]2[N:13]3[CH:14]=[CH:15][C:16]([C:18]([NH:26][C:27]([CH3:32])([CH2:30][OH:31])[CH2:28][OH:29])=[O:20])=[CH:17][C:12]3=[N:11][C:10]=2[C:21]([F:22])([F:24])[F:23])[CH2:4][CH2:3]1.